Dataset: Forward reaction prediction with 1.9M reactions from USPTO patents (1976-2016). Task: Predict the product of the given reaction. Given the reactants [OH:1][C:2]1[CH:10]=[CH:9][C:5]([C:6]([OH:8])=[O:7])=[CH:4][CH:3]=1.[C:11](=O)([O-])[O-].[Cs+].[Cs+].[Cl-].[Cl:18][C:19]1[N:20]=[C:21](Cl)[C:22]2[CH2:27][CH2:26][CH2:25][C:23]=2[N:24]=1, predict the reaction product. The product is: [CH3:11][O:7][C:6](=[O:8])[C:5]1[CH:9]=[CH:10][C:2]([O:1][C:21]2[C:22]3[CH2:27][CH2:26][CH2:25][C:23]=3[N:24]=[C:19]([Cl:18])[N:20]=2)=[CH:3][CH:4]=1.